This data is from Forward reaction prediction with 1.9M reactions from USPTO patents (1976-2016). The task is: Predict the product of the given reaction. (1) Given the reactants [Cl:1][C:2]1[C:11](=[O:12])[C:10]2[C:5](=[CH:6][CH:7]=[CH:8][CH:9]=2)[C:4](=[O:13])[C:3]=1[NH:14][C:15]1[CH:20]=[CH:19][C:18]([S:21]([NH:24][C:25]2[CH:30]=[CH:29][CH:28]=[CH:27][C:26]=2OC)(=[O:23])=[O:22])=[CH:17][CH:16]=1.Cl[C:34]1C=C(S(N=C2C3C(=CC=CC=3)C(=O)C(Cl)=C2)(=O)=O)SC=1Cl.SCCC(NC)=O, predict the reaction product. The product is: [Cl:1][C:2]1[C:11](=[O:12])[C:10]2[C:5](=[CH:6][CH:7]=[CH:8][CH:9]=2)[C:4](=[O:13])[C:3]=1[NH:14][C:15]1[CH:20]=[CH:19][C:18]([S:21]([NH:24][C:25]2[CH:26]=[CH:27][C:28]([CH3:34])=[CH:29][CH:30]=2)(=[O:22])=[O:23])=[CH:17][CH:16]=1. (2) Given the reactants [S:1]([Cl:5])(Cl)(=[O:3])=[O:2].[C:6]([N:9]1[CH2:14][CH2:13][NH:12][CH2:11][CH2:10]1)(=[O:8])[CH3:7].C(N(CC)CC)C, predict the reaction product. The product is: [C:6]([N:9]1[CH2:14][CH2:13][N:12]([S:1]([Cl:5])(=[O:3])=[O:2])[CH2:11][CH2:10]1)(=[O:8])[CH3:7]. (3) Given the reactants [NH2:1][C:2]1[CH:7]=[CH:6][CH:5]=[C:4]([NH2:8])[C:3]=1[NH:9][CH2:10][CH2:11][CH2:12][NH:13][C:14](=[O:20])[O:15][C:16]([CH3:19])([CH3:18])[CH3:17].Cl.[Cl:22][C:23]1[CH:28]=[C:27]([Cl:29])[CH:26]=[CH:25][C:24]=1[CH:30]([OH:35])[C:31](=N)OC, predict the reaction product. The product is: [NH2:1][C:2]1[C:3]2[N:9]([CH2:10][CH2:11][CH2:12][NH:13][C:14](=[O:20])[O:15][C:16]([CH3:17])([CH3:19])[CH3:18])[C:31]([CH:30]([C:24]3[CH:25]=[CH:26][C:27]([Cl:29])=[CH:28][C:23]=3[Cl:22])[OH:35])=[N:8][C:4]=2[CH:5]=[CH:6][CH:7]=1.